Predict the reaction yield, written as a fraction of the theoretical maximum amount of product (1.0 means a 100% yield; for example, 0.34 means a 34% yield). From a dataset of Reaction yield outcomes from USPTO patents with 853,638 reactions. (1) The reactants are [NH2:1][C:2]1[CH:7]=[CH:6][CH:5]=[CH:4][N:3]=1.[Br:8][C:9]1[CH:17]=[CH:16][C:12]([CH2:13][CH2:14]N)=[CH:11][CH:10]=1.O. The catalyst is C(O)CCC. The product is [Br:8][C:9]1[CH:17]=[CH:16][C:12]([CH2:13][CH2:14][C:7]2[C:2]([NH2:1])=[N:3][CH:4]=[CH:5][CH:6]=2)=[CH:11][CH:10]=1. The yield is 0.240. (2) The reactants are [CH:1]1([NH:7][C:8]2[C:17]3[C:12](=[CH:13][CH:14]=[C:15]([C:18](O)=[O:19])[CH:16]=3)[N:11]=[C:10]([C:21]([F:24])([F:23])[F:22])[CH:9]=2)[CH2:6][CH2:5][CH2:4][CH2:3][CH2:2]1.F[P-](F)(F)(F)(F)F.C[N+](C)=C(N(C)C)ON1C2N=CC=CC=2N=N1.C(N(CC)C(C)C)(C)C.Cl.[NH2:59][C@@H:60]([C:62]1[C:67]([F:68])=[CH:66][C:65]([NH:69][S:70]([CH3:73])(=[O:72])=[O:71])=[C:64]([CH3:74])[CH:63]=1)[CH3:61].C([O-])(O)=O.[Na+]. The catalyst is CN(C)C1C=CN=CC=1.CN(C)C=O. The product is [F:68][C:67]1[CH:66]=[C:65]([NH:69][S:70]([CH3:73])(=[O:72])=[O:71])[C:64]([CH3:74])=[CH:63][C:62]=1[C@H:60]([NH:59][C:18]([C:15]1[CH:16]=[C:17]2[C:12](=[CH:13][CH:14]=1)[N:11]=[C:10]([C:21]([F:22])([F:23])[F:24])[CH:9]=[C:8]2[NH:7][CH:1]1[CH2:6][CH2:5][CH2:4][CH2:3][CH2:2]1)=[O:19])[CH3:61]. The yield is 0.220. (3) The reactants are [C:1]([O:5][C:6]([N:8]1[CH2:13][CH2:12][N:11]([C:14]2[CH:15]=[C:16]([CH:20]=[CH:21][CH:22]=2)[C:17]([OH:19])=O)[CH2:10][CH2:9]1)=[O:7])([CH3:4])([CH3:3])[CH3:2].CN(C(ON1N=NC2C=CC=NC1=2)=[N+](C)C)C.F[P-](F)(F)(F)(F)F.[NH2:47][CH2:48][CH:49]([OH:61])[CH2:50][N:51]1[CH2:60][CH2:59][C:58]2[C:53](=[CH:54][CH:55]=[CH:56][CH:57]=2)[CH2:52]1.CCN(C(C)C)C(C)C. The catalyst is C(Cl)Cl. The product is [CH2:52]1[C:53]2[C:58](=[CH:57][CH:56]=[CH:55][CH:54]=2)[CH2:59][CH2:60][N:51]1[CH2:50][CH:49]([OH:61])[CH2:48][NH:47][C:17]([C:16]1[CH:15]=[C:14]([N:11]2[CH2:10][CH2:9][N:8]([C:6]([O:5][C:1]([CH3:2])([CH3:3])[CH3:4])=[O:7])[CH2:13][CH2:12]2)[CH:22]=[CH:21][CH:20]=1)=[O:19]. The yield is 0.288. (4) The reactants are B(F)(F)F.CCOCC.[CH:10]1[C:22]2[CH:21]([CH2:23][O:24][C:25]([NH:27][C@@H:28]([CH:73]([CH3:75])[CH3:74])[C:29]([NH:31][C@@H:32]([CH2:66][CH2:67][CH2:68][NH:69][C:70]([NH2:72])=[O:71])[C:33]([NH:35][C:36]3[CH:65]=[CH:64][C:39]([CH2:40][O:41][C:42]4[C:43]5[CH:63]=[CH:62][CH:61]=[CH:60][C:44]=5[C:45]5[C@H:46]([CH2:58][Cl:59])[CH2:47][N:48](C(OC(C)(C)C)=O)[C:49]=5[CH:50]=4)=[CH:38][CH:37]=3)=[O:34])=[O:30])=[O:26])[C:20]3[C:15](=[CH:16][CH:17]=[CH:18][CH:19]=3)[C:14]=2[CH:13]=[CH:12][CH:11]=1. The catalyst is C(Cl)Cl. The product is [Cl:59][CH2:58][C@H:46]1[C:45]2[C:44]3[CH:60]=[CH:61][CH:62]=[CH:63][C:43]=3[C:42]([O:41][CH2:40][C:39]3[CH:38]=[CH:37][C:36]([NH:35][C:33](=[O:34])[C@@H:32]([NH:31][C:29](=[O:30])[C@@H:28]([NH:27][C:25](=[O:26])[O:24][CH2:23][CH:21]4[C:20]5[CH:19]=[CH:18][CH:17]=[CH:16][C:15]=5[C:14]5[C:22]4=[CH:10][CH:11]=[CH:12][CH:13]=5)[CH:73]([CH3:75])[CH3:74])[CH2:66][CH2:67][CH2:68][NH:69][C:70]([NH2:72])=[O:71])=[CH:65][CH:64]=3)=[CH:50][C:49]=2[NH:48][CH2:47]1. The yield is 0.700. (5) The reactants are [C:1]([OH:10])(=[O:9])[C@@H:2]([C@H:4]([C:6]([OH:8])=[O:7])[OH:5])[OH:3].[CH2:11]([O:18][C:19](=[O:36])[C:20]([CH3:35])([O:22][C:23]1[CH:28]=[CH:27][CH:26]=[C:25]([CH:29]2[CH2:34][CH2:33][CH2:32][NH:31][CH2:30]2)[CH:24]=1)[CH3:21])[C:12]1[CH:17]=[CH:16][CH:15]=[CH:14][CH:13]=1. The catalyst is O.CC(=O)CC. The product is [C:6]([C@@H:4]([C@H:2]([C:1]([OH:10])=[O:9])[OH:3])[OH:5])([OH:8])=[O:7].[CH2:11]([O:18][C:19](=[O:36])[C:20]([CH3:21])([O:22][C:23]1[CH:28]=[CH:27][CH:26]=[C:25]([CH:29]2[CH2:34][CH2:33][CH2:32][NH:31][CH2:30]2)[CH:24]=1)[CH3:35])[C:12]1[CH:17]=[CH:16][CH:15]=[CH:14][CH:13]=1. The yield is 0.440. (6) The reactants are [Cl:1][C:2]1[C:7]([OH:8])=[C:6](I)[CH:5]=[C:4]([CH2:10][OH:11])[N:3]=1.[CH2:12]([Si](C)(C)C)[C:13]#[CH:14].N1CCCCC1.CN(C=O)C. The catalyst is CCOC(C)=O.[Pd](Cl)Cl.C1(P(C2C=CC=CC=2)C2C=CC=CC=2)C=CC=CC=1.C1(P(C2C=CC=CC=2)C2C=CC=CC=2)C=CC=CC=1. The product is [Cl:1][C:2]1[N:3]=[C:4]([CH2:10][OH:11])[CH:5]=[C:6]2[CH:12]=[C:13]([CH3:14])[O:8][C:7]=12. The yield is 0.440. (7) The reactants are Br[C:2]1[N:7]=[C:6]([C:8]2[CH:9]=[CH:10][C:11]3[CH2:18][N:17]([C:19](=[O:21])[CH3:20])[C:16]4[CH:22]=[CH:23][CH:24]=[CH:25][C:15]=4[CH2:14][CH2:13][C:12]=3[CH:26]=2)[CH:5]=[CH:4][CH:3]=1.C1C=CC(P(C2C(C3C(P(C4C=CC=CC=4)C4C=CC=CC=4)=CC=C4C=3C=CC=C4)=C3C(C=CC=C3)=CC=2)C2C=CC=CC=2)=CC=1.C(O[Na])(C)(C)C.[NH2:79][CH2:80][CH2:81][N:82]1[CH2:86][CH2:85][CH2:84][CH2:83]1. The catalyst is C1(C)C=CC=CC=1. The product is [C:19]([N:17]1[CH2:18][C:11]2[CH:10]=[CH:9][C:8]([C:6]3[CH:5]=[CH:4][CH:3]=[C:2]([NH:79][CH2:80][CH2:81][N:82]4[CH2:86][CH2:85][CH2:84][CH2:83]4)[N:7]=3)=[CH:26][C:12]=2[CH2:13][CH2:14][C:15]2[CH:25]=[CH:24][CH:23]=[CH:22][C:16]1=2)(=[O:21])[CH3:20]. The yield is 0.330.